From a dataset of Catalyst prediction with 721,799 reactions and 888 catalyst types from USPTO. Predict which catalyst facilitates the given reaction. (1) Reactant: [Br:1][C:2]1[CH:10]=[CH:9][C:5]([C:6]([OH:8])=O)=[C:4]([F:11])[C:3]=1[O:12][C:13]([F:16])([F:15])[F:14].[NH2:17][C:18]1[CH:19]=[CH:20][C:21]([N:24]2[CH2:29][CH2:28][N:27]([C:30]([O:32][C:33]([CH3:36])([CH3:35])[CH3:34])=[O:31])[CH2:26][C@H:25]2[CH3:37])=[N:22][CH:23]=1.CN(C(ON1N=NC2C=CC=NC1=2)=[N+](C)C)C.F[P-](F)(F)(F)(F)F.CCN(C(C)C)C(C)C. Product: [Br:1][C:2]1[CH:10]=[CH:9][C:5]([C:6]([NH:17][C:18]2[CH:19]=[CH:20][C:21]([N:24]3[CH2:29][CH2:28][N:27]([C:30]([O:32][C:33]([CH3:36])([CH3:35])[CH3:34])=[O:31])[CH2:26][C@H:25]3[CH3:37])=[N:22][CH:23]=2)=[O:8])=[C:4]([F:11])[C:3]=1[O:12][C:13]([F:16])([F:15])[F:14]. The catalyst class is: 3. (2) Reactant: I[C:2]1[CH:11]=[C:10]2[C:5]([C:6]([N:13]3[CH2:17][CH2:16][CH2:15][CH2:14]3)=[CH:7][C:8]([CH3:12])=[N:9]2)=[CH:4][CH:3]=1.[CH3:18][C:19]([CH3:24])([CH3:23])[C:20]([NH2:22])=[O:21].C(=O)([O-])[O-].[K+].[K+]. Product: [CH3:18][C:19]([CH3:24])([CH3:23])[C:20]([NH:22][C:2]1[CH:11]=[C:10]2[C:5]([C:6]([N:13]3[CH2:17][CH2:16][CH2:15][CH2:14]3)=[CH:7][C:8]([CH3:12])=[N:9]2)=[CH:4][CH:3]=1)=[O:21]. The catalyst class is: 122. (3) Reactant: [CH:1](=[O:10])[CH:2]=[CH:3][C:4]1[CH:9]=[CH:8][CH:7]=[CH:6][CH:5]=1.C(O)(=O)C=CC1C=CC=CC=1.ClC(OCC)=O.[BH4-].[Na+]. Product: [CH2:1]([OH:10])[CH:2]=[CH:3][C:4]1[CH:9]=[CH:8][CH:7]=[CH:6][CH:5]=1. The catalyst class is: 1.